This data is from Catalyst prediction with 721,799 reactions and 888 catalyst types from USPTO. The task is: Predict which catalyst facilitates the given reaction. (1) Reactant: [F:1][C:2]1[CH:3]=[C:4]([CH:29]=[C:30]([F:32])[CH:31]=1)[CH2:5][C@H:6]1[C@@H:10]([C@H:11]2[CH2:20][C:19]3[C:14](=[CH:15][CH:16]=[CH:17][CH:18]=3)[CH2:13][N:12]2C(OC(C)(C)C)=O)[O:9][C:8](=[O:28])[NH:7]1.C(O)(C(F)(F)F)=O. Product: [F:1][C:2]1[CH:3]=[C:4]([CH:29]=[C:30]([F:32])[CH:31]=1)[CH2:5][C@H:6]1[C@@H:10]([C@H:11]2[CH2:20][C:19]3[C:14](=[CH:15][CH:16]=[CH:17][CH:18]=3)[CH2:13][NH:12]2)[O:9][C:8](=[O:28])[NH:7]1. The catalyst class is: 2. (2) Product: [CH2:34]([C:27]1[CH:28]=[CH:29][CH:30]=[C:31]([CH2:32][CH3:33])[C:26]=1[NH:25][C:23]([C:19]1[C:13]2[CH2:14][CH2:15][C:16]3[CH:17]=[N:18][C:9]([NH:8][C:5]4[CH:6]=[CH:7][C:2]([NH:1][CH:41]5[CH2:42][CH2:43][N:66]([CH3:65])[CH2:39][CH2:40]5)=[CH:3][C:4]=4[O:36][CH3:37])=[N:10][C:11]=3[C:12]=2[N:21]([CH3:22])[N:20]=1)=[O:24])[CH3:35]. The catalyst class is: 2. Reactant: [NH2:1][C:2]1[CH:7]=[CH:6][C:5]([NH:8][C:9]2[N:18]=[CH:17][C:16]3[CH2:15][CH2:14][C:13]4[C:19]([C:23]([NH:25][C:26]5[C:31]([CH2:32][CH3:33])=[CH:30][CH:29]=[CH:28][C:27]=5[CH2:34][CH3:35])=[O:24])=[N:20][N:21]([CH3:22])[C:12]=4[C:11]=3[N:10]=2)=[C:4]([O:36][CH3:37])[CH:3]=1.O1[CH2:43][CH2:42][C:41](=O)[CH2:40][CH2:39]1.C(O)(C(F)(F)F)=O.C(O[BH-](OC(=O)C)OC(=O)C)(=O)C.[CH3:65][N+:66](C)(C)C.C([O-])(O)=O.[Na+]. (3) Reactant: C(N(CC)C(C1CCCNC1)=O)C.C([O:16][C:17](=[O:55])[C:18]([NH:47]C(OC(C)(C)C)=O)([CH2:32][CH2:33][N:34]1[CH2:39][CH2:38][CH2:37][CH:36]([C:40](=[O:46])[N:41]([CH2:44][CH3:45])[CH2:42][CH3:43])[CH2:35]1)[CH2:19][CH2:20][CH2:21][CH2:22][B:23]1[O:27]C(C)(C)C(C)(C)[O:24]1)C.[ClH:56]. Product: [ClH:56].[ClH:56].[NH2:47][C:18]([CH2:32][CH2:33][N:34]1[CH2:39][CH2:38][CH2:37][CH:36]([C:40](=[O:46])[N:41]([CH2:44][CH3:45])[CH2:42][CH3:43])[CH2:35]1)([CH2:19][CH2:20][CH2:21][CH2:22][B:23]([OH:24])[OH:27])[C:17]([OH:55])=[O:16]. The catalyst class is: 6. (4) Reactant: [NH2:1][NH2:2].[C:3](/[N:5]=[C:6](\SC)/[NH:7][C:8]1[CH:13]=[C:12]([Cl:14])[C:11]([CH3:15])=[C:10]([Cl:16])[CH:9]=1)#[N:4]. Product: [Cl:14][C:12]1[CH:13]=[C:8]([NH:7][C:6]2[N:5]=[C:3]([NH2:4])[NH:2][N:1]=2)[CH:9]=[C:10]([Cl:16])[C:11]=1[CH3:15]. The catalyst class is: 8. (5) Reactant: [C:1]([CH2:4][O:5][C:6](=[O:16])[CH2:7][CH2:8][C:9]1[CH:14]=[CH:13][C:12]([OH:15])=[CH:11][CH:10]=1)([OH:3])=[O:2].[CH3:17][O:18][C:19](=[O:34])[CH:20]([NH:29][C:30](=[O:33])[CH2:31]O)[CH2:21][C:22]1[CH:27]=[CH:26][C:25]([OH:28])=[CH:24][CH:23]=1.C1(N=C=NC2CCCCC2)CCCCC1. Product: [CH3:17][O:18][C:19](=[O:34])[CH:20]([NH:29][C:30](=[O:33])[CH2:31][O:2][C:1](=[O:3])[CH2:4][O:5][C:6](=[O:16])[CH2:7][CH2:8][C:9]1[CH:10]=[CH:11][C:12]([OH:15])=[CH:13][CH:14]=1)[CH2:21][C:22]1[CH:27]=[CH:26][C:25]([OH:28])=[CH:24][CH:23]=1. The catalyst class is: 4. (6) Reactant: Cl.Cl.[NH:3]1[CH2:6][CH:5]([C:7]2[C:8]([O:28][CH2:29][CH3:30])=[C:9]([CH:15]([N:17]3[C:21]4=[N:22][CH:23]=[N:24][C:25]([NH2:26])=[C:20]4[C:19]([CH3:27])=[N:18]3)[CH3:16])[CH:10]=[C:11]([Cl:14])[C:12]=2[F:13])[CH2:4]1.[CH3:31][C:32]([CH3:34])=O.C(N(CC)CC)C.C(O[BH-](OC(=O)C)OC(=O)C)(=O)C.[Na+]. Product: [Cl:14][C:11]1[C:12]([F:13])=[C:7]([CH:5]2[CH2:4][N:3]([CH:32]([CH3:34])[CH3:31])[CH2:6]2)[C:8]([O:28][CH2:29][CH3:30])=[C:9]([CH:15]([N:17]2[C:21]3=[N:22][CH:23]=[N:24][C:25]([NH2:26])=[C:20]3[C:19]([CH3:27])=[N:18]2)[CH3:16])[CH:10]=1. The catalyst class is: 4. (7) Reactant: N1C=CC=CC=1.[OH-:7].[Na+].[N+]([C:12]1C=CC=C[C:13]=1[C:14]([O-:16])=O)([O-])=O.[CH:21]1[C:33]2[CH:32]([CH2:34][O:35][C:36]([NH:38][C@@H:39]([CH2:47][SH:48])[C:40]([O:42][C:43]([CH3:46])([CH3:45])[CH3:44])=[O:41])=[O:37])[C:31]3[C:26](=[CH:27][CH:28]=[CH:29][CH:30]=3)[C:25]=2[CH:24]=[CH:23][CH:22]=1. Product: [CH:30]1[C:31]2[CH:32]([CH2:34][O:35][C:36]([NH:38][C@@H:39]([CH2:47][S:48][CH2:12][C@H:13]([OH:7])[CH2:14][OH:16])[C:40]([O:42][C:43]([CH3:44])([CH3:45])[CH3:46])=[O:41])=[O:37])[C:33]3[C:25](=[CH:24][CH:23]=[CH:22][CH:21]=3)[C:26]=2[CH:27]=[CH:28][CH:29]=1. The catalyst class is: 218.